Dataset: NCI-60 drug combinations with 297,098 pairs across 59 cell lines. Task: Regression. Given two drug SMILES strings and cell line genomic features, predict the synergy score measuring deviation from expected non-interaction effect. (1) Drug 1: CC1CCC2CC(C(=CC=CC=CC(CC(C(=O)C(C(C(=CC(C(=O)CC(OC(=O)C3CCCCN3C(=O)C(=O)C1(O2)O)C(C)CC4CCC(C(C4)OC)O)C)C)O)OC)C)C)C)OC. Drug 2: COCCOC1=C(C=C2C(=C1)C(=NC=N2)NC3=CC=CC(=C3)C#C)OCCOC.Cl. Cell line: TK-10. Synergy scores: CSS=50.6, Synergy_ZIP=0.305, Synergy_Bliss=1.91, Synergy_Loewe=7.70, Synergy_HSA=7.81. (2) Drug 1: CNC(=O)C1=CC=CC=C1SC2=CC3=C(C=C2)C(=NN3)C=CC4=CC=CC=N4. Drug 2: CC1=C(N=C(N=C1N)C(CC(=O)N)NCC(C(=O)N)N)C(=O)NC(C(C2=CN=CN2)OC3C(C(C(C(O3)CO)O)O)OC4C(C(C(C(O4)CO)O)OC(=O)N)O)C(=O)NC(C)C(C(C)C(=O)NC(C(C)O)C(=O)NCCC5=NC(=CS5)C6=NC(=CS6)C(=O)NCCC[S+](C)C)O. Cell line: MDA-MB-231. Synergy scores: CSS=3.51, Synergy_ZIP=-3.20, Synergy_Bliss=-3.17, Synergy_Loewe=-11.7, Synergy_HSA=-6.15. (3) Drug 1: COC1=CC(=CC(=C1O)OC)C2C3C(COC3=O)C(C4=CC5=C(C=C24)OCO5)OC6C(C(C7C(O6)COC(O7)C8=CC=CS8)O)O. Drug 2: CC1=CC2C(CCC3(C2CCC3(C(=O)C)OC(=O)C)C)C4(C1=CC(=O)CC4)C. Cell line: HCT116. Synergy scores: CSS=56.5, Synergy_ZIP=6.16, Synergy_Bliss=5.89, Synergy_Loewe=-42.8, Synergy_HSA=7.21. (4) Drug 1: C1=NC2=C(N1)C(=S)N=C(N2)N. Drug 2: CC12CCC3C(C1CCC2O)C(CC4=C3C=CC(=C4)O)CCCCCCCCCS(=O)CCCC(C(F)(F)F)(F)F. Cell line: HL-60(TB). Synergy scores: CSS=54.8, Synergy_ZIP=-0.924, Synergy_Bliss=-2.75, Synergy_Loewe=-9.46, Synergy_HSA=-3.49.